Predict the reactants needed to synthesize the given product. From a dataset of Full USPTO retrosynthesis dataset with 1.9M reactions from patents (1976-2016). (1) Given the product [OH:11][C:12]1[C:13](=[O:45])[N:14]([C:38]2[N:39]=[N:40][C:41]([CH3:44])=[CH:42][CH:43]=2)[C@@H:15]([C:28]2[CH:29]=[N:30][C:31]([C:34]([F:35])([F:36])[F:37])=[CH:32][CH:33]=2)[C:16]=1[C:17](=[O:27])[C:18]1[CH:23]=[CH:22][C:21]([CH:24]([CH3:26])[CH3:25])=[CH:20][CH:19]=1, predict the reactants needed to synthesize it. The reactants are: COC(=O)[C@H]([O:11][C:12]1[C:13](=[O:45])[N:14]([C:38]2[N:39]=[N:40][C:41]([CH3:44])=[CH:42][CH:43]=2)[C@@H:15]([C:28]2[CH:29]=[N:30][C:31]([C:34]([F:37])([F:36])[F:35])=[CH:32][CH:33]=2)[C:16]=1[C:17](=[O:27])[C:18]1[CH:23]=[CH:22][C:21]([CH:24]([CH3:26])[CH3:25])=[CH:20][CH:19]=1)C1C=CC=CC=1. (2) Given the product [F:1][C:2]1[C:7]([F:8])=[CH:6][CH:5]=[CH:4][C:3]=1[O:9][C:11]1[N:12]=[C:13]([OH:21])[C:14]2[CH:20]=[CH:19][N:18]=[CH:17][C:15]=2[N:16]=1, predict the reactants needed to synthesize it. The reactants are: [F:1][C:2]1[C:7]([F:8])=[CH:6][CH:5]=[CH:4][C:3]=1[OH:9].Cl[C:11]1[N:12]=[C:13]([OH:21])[C:14]2[CH:20]=[CH:19][N:18]=[CH:17][C:15]=2[N:16]=1. (3) Given the product [CH3:19][Si:20]([CH3:22])([CH3:21])[CH2:23][CH2:24][O:25][CH2:26][N:3]1[C:11]2[CH2:10][CH2:9][N:8]([C:12]([O:14][C:15]([CH3:18])([CH3:17])[CH3:16])=[O:13])[CH2:7][C:6]=2[CH:5]=[N:4]1, predict the reactants needed to synthesize it. The reactants are: [H-].[Na+].[NH:3]1[C:11]2[CH2:10][CH2:9][N:8]([C:12]([O:14][C:15]([CH3:18])([CH3:17])[CH3:16])=[O:13])[CH2:7][C:6]=2[CH:5]=[N:4]1.[CH3:19][Si:20]([CH2:23][CH2:24][O:25][CH2:26]Cl)([CH3:22])[CH3:21]. (4) Given the product [Br:1][C:2]1[CH:13]=[CH:12][C:5]([O:6][CH2:7][C:8]([CH3:11])([OH:16])[CH2:10][OH:9])=[CH:4][CH:3]=1, predict the reactants needed to synthesize it. The reactants are: [Br:1][C:2]1[CH:13]=[CH:12][C:5]([O:6][CH2:7][C:8]2([CH3:11])[CH2:10][O:9]2)=[CH:4][CH:3]=1.CC(C)=[O:16].S(=O)(=O)(O)O. (5) Given the product [Cl:1][C:2]1[C:3]([N+:9]([O-:11])=[O:10])=[C:4]2[C:6]([CH:13]=[CH:14][CH:16]=[N:5]2)=[CH:7][CH:8]=1, predict the reactants needed to synthesize it. The reactants are: [Cl:1][C:2]1[C:3]([N+:9]([O-:11])=[O:10])=[C:4]([CH:6]=[CH:7][CH:8]=1)[NH2:5].O[CH2:13][CH:14]([CH2:16]O)O.[Na+].[N+](C1C=C(S([O-])(=O)=O)C=CC=1)([O-])=O.OS(O)(=O)=O.O. (6) Given the product [CH:1]1([CH2:6][CH:7]([N:11]2[C:16](=[O:17])[CH:15]=[C:14]([O:18][C:19]3[CH:20]=[CH:21][CH:22]=[CH:23][CH:24]=3)[CH:13]=[N:12]2)[C:8]([NH:31][C:29]2[S:30][C:26]([CH3:25])=[N:27][N:28]=2)=[O:10])[CH2:2][CH2:3][CH2:4][CH2:5]1, predict the reactants needed to synthesize it. The reactants are: [CH:1]1([CH2:6][CH:7]([N:11]2[C:16](=[O:17])[CH:15]=[C:14]([O:18][C:19]3[CH:24]=[CH:23][CH:22]=[CH:21][CH:20]=3)[CH:13]=[N:12]2)[C:8]([OH:10])=O)[CH2:5][CH2:4][CH2:3][CH2:2]1.[CH3:25][C:26]1[S:30][C:29]([NH2:31])=[N:28][N:27]=1.